From a dataset of Full USPTO retrosynthesis dataset with 1.9M reactions from patents (1976-2016). Predict the reactants needed to synthesize the given product. (1) The reactants are: C(=O)([O-])[O-].[K+].[K+].Br[CH2:8][C:9]1[C:10]([Cl:16])=[N:11][C:12]([Cl:15])=[CH:13][CH:14]=1.[NH2:17][CH2:18][CH:19]([C:21]1[CH:26]=[CH:25][C:24]([CH3:27])=[CH:23][N:22]=1)[OH:20].C(Cl)Cl. Given the product [NH3:11].[Cl:16][C:10]1[C:9]([CH2:8][NH:17][CH2:18][CH:19]([C:21]2[CH:26]=[CH:25][C:24]([CH3:27])=[CH:23][N:22]=2)[OH:20])=[CH:14][CH:13]=[C:12]([Cl:15])[N:11]=1, predict the reactants needed to synthesize it. (2) Given the product [CH2:19]([O:21][C:22](=[O:50])[CH2:23][C:24]1([CH2:27][CH2:28][CH:29](/[CH:41]=[CH:42]/[C:43]2[CH:48]=[CH:47][CH:46]=[CH:45][C:44]=2[O:49][CH2:2][CH2:3][CH2:4][CH2:5][CH2:6][C:7]2[CH:12]=[CH:11][CH:10]=[CH:9][CH:8]=2)[CH2:30][C:31]2[CH:32]=[CH:33][C:34]([C:35]([O:37][CH3:38])=[O:36])=[CH:39][CH:40]=2)[CH2:25][CH2:26]1)[CH3:20], predict the reactants needed to synthesize it. The reactants are: Br[CH2:2][CH2:3][CH2:4][CH2:5][CH2:6][C:7]1[CH:12]=[CH:11][CH:10]=[CH:9][CH:8]=1.C(=O)([O-])[O-].[K+].[K+].[CH2:19]([O:21][C:22](=[O:50])[CH2:23][C:24]1([CH2:27][CH2:28][CH:29](/[CH:41]=[CH:42]/[C:43]2[CH:48]=[CH:47][CH:46]=[CH:45][C:44]=2[OH:49])[CH2:30][C:31]2[CH:40]=[CH:39][C:34]([C:35]([O:37][CH3:38])=[O:36])=[CH:33][CH:32]=2)[CH2:26][CH2:25]1)[CH3:20]. (3) Given the product [CH3:24][C:11]1[CH:12]=[C:13]([O:16][CH2:17][CH2:18][CH2:19][S:20]([CH3:23])(=[O:22])=[O:21])[CH:14]=[CH:15][C:10]=1[C:9]1[C:5]2[CH:4]=[C:3]([CH2:2][O:1][C:28]3[CH:33]=[CH:32][C:31]([C@@H:34]([C:40]#[C:41][CH3:42])[CH2:35][C:36]([O:38][CH3:39])=[O:37])=[CH:30][CH:29]=3)[CH:26]=[CH:25][C:6]=2[S:7][CH:8]=1, predict the reactants needed to synthesize it. The reactants are: [OH:1][CH2:2][C:3]1[CH:26]=[CH:25][C:6]2[S:7][CH:8]=[C:9]([C:10]3[CH:15]=[CH:14][C:13]([O:16][CH2:17][CH2:18][CH2:19][S:20]([CH3:23])(=[O:22])=[O:21])=[CH:12][C:11]=3[CH3:24])[C:5]=2[CH:4]=1.O[C:28]1[CH:33]=[CH:32][C:31]([C@@H:34]([C:40]#[C:41][CH3:42])[CH2:35][C:36]([O:38][CH3:39])=[O:37])=[CH:30][CH:29]=1.C1C=CC(P(C2C=CC=CC=2)C2C=CC=CC=2)=CC=1.C1C=CC(COC(/N=N/C(OCC2C=CC=CC=2)=O)=O)=CC=1. (4) Given the product [C:42]([O:46][C:47](=[O:50])[CH:48]=[CH:49][C:2]1[CH:9]=[CH:8][C:7]([OH:10])=[CH:6][C:3]=1[CH:4]=[O:5])([CH3:45])([CH3:44])[CH3:43], predict the reactants needed to synthesize it. The reactants are: Br[C:2]1[CH:9]=[CH:8][C:7]([OH:10])=[CH:6][C:3]=1[CH:4]=[O:5].C1(C)C=CC=CC=1P(C1C=CC=CC=1C)C1C=CC=CC=1C.C(N(C(C)C)CC)(C)C.[C:42]([O:46][C:47](=[O:50])[CH:48]=[CH2:49])([CH3:45])([CH3:44])[CH3:43]. (5) Given the product [F:22][C:19]1[CH:20]=[CH:21][C:16]([N:13]2[CH2:14][CH2:15][N:10]([CH2:9][C:6]3[CH:7]=[CH:8][C:3]([CH2:2][C:23]#[N:24])=[CH:4][CH:5]=3)[CH2:11][CH2:12]2)=[CH:17][CH:18]=1, predict the reactants needed to synthesize it. The reactants are: Cl[CH2:2][C:3]1[CH:8]=[CH:7][C:6]([CH2:9][N:10]2[CH2:15][CH2:14][N:13]([C:16]3[CH:21]=[CH:20][C:19]([F:22])=[CH:18][CH:17]=3)[CH2:12][CH2:11]2)=[CH:5][CH:4]=1.[C-:23]#[N:24].[Na+].[I-].[Na+]. (6) Given the product [F:36][C:13]([F:37])([F:12])[C:14]1[CH:15]=[C:16]([CH:29]=[CH:30][C:31]=1[C:13]([F:37])([F:36])[F:12])[CH2:17][O:18][CH2:19][CH:20]([C:23]1[CH:24]=[CH:25][CH:26]=[CH:27][CH:28]=1)[CH2:21][NH:22][C:6](=[O:7])[C:5]1[CH:9]=[CH:10][C:2]([F:1])=[CH:3][CH:4]=1, predict the reactants needed to synthesize it. The reactants are: [F:1][C:2]1[CH:10]=[CH:9][C:5]([C:6](Cl)=[O:7])=[CH:4][CH:3]=1.Cl.[F:12][C:13]([F:37])([F:36])[C:14]1[CH:15]=[C:16]([CH:29]=[C:30](C(F)(F)F)[CH:31]=1)[CH2:17][O:18][CH2:19][CH:20]([C:23]1[CH:28]=[CH:27][CH:26]=[CH:25][CH:24]=1)[CH2:21][NH2:22].C(N(CC)CC)C. (7) Given the product [Cl:21][C:17]1[C:16]([F:22])=[C:15]([C:10]2([O:13][CH3:14])[CH2:11][CH2:12][NH:8][CH2:9]2)[CH:20]=[CH:19][CH:18]=1, predict the reactants needed to synthesize it. The reactants are: C([N:8]1[CH2:12][CH2:11][C:10]([C:15]2[CH:20]=[CH:19][CH:18]=[C:17]([Cl:21])[C:16]=2[F:22])([O:13][CH3:14])[CH2:9]1)C1C=CC=CC=1.ClC(OC(Cl)C)=O. (8) Given the product [Br:10][CH2:8][C:3]1[C:2]([Cl:1])=[CH:6][N:5]([CH3:7])[N:4]=1, predict the reactants needed to synthesize it. The reactants are: [Cl:1][C:2]1[C:3]([CH2:8]O)=[N:4][N:5]([CH3:7])[CH:6]=1.[Br:10]P(Br)Br. (9) Given the product [CH3:19][O:18][C:14]1[CH:13]=[C:12]([CH:17]=[CH:16][CH:15]=1)[CH2:11][NH:10][C:6]1[C:5]2[N:4]([N:3]=[C:2]([NH:21][C:22]3[CH:23]=[N:24][CH:25]=[CH:26][CH:27]=3)[N:20]=2)[CH:9]=[CH:8][CH:7]=1, predict the reactants needed to synthesize it. The reactants are: Cl[C:2]1[N:20]=[C:5]2[C:6]([NH:10][CH2:11][C:12]3[CH:17]=[CH:16][CH:15]=[C:14]([O:18][CH3:19])[CH:13]=3)=[CH:7][CH:8]=[CH:9][N:4]2[N:3]=1.[NH2:21][C:22]1[CH:23]=[N:24][CH:25]=[CH:26][CH:27]=1.